Dataset: NCI-60 drug combinations with 297,098 pairs across 59 cell lines. Task: Regression. Given two drug SMILES strings and cell line genomic features, predict the synergy score measuring deviation from expected non-interaction effect. (1) Drug 1: CC1=CC=C(C=C1)C2=CC(=NN2C3=CC=C(C=C3)S(=O)(=O)N)C(F)(F)F. Drug 2: C1=NC2=C(N1)C(=S)N=CN2. Cell line: BT-549. Synergy scores: CSS=36.5, Synergy_ZIP=-12.2, Synergy_Bliss=-2.39, Synergy_Loewe=-26.6, Synergy_HSA=-0.730. (2) Drug 1: CC1OCC2C(O1)C(C(C(O2)OC3C4COC(=O)C4C(C5=CC6=C(C=C35)OCO6)C7=CC(=C(C(=C7)OC)O)OC)O)O. Drug 2: CC1CCCC2(C(O2)CC(NC(=O)CC(C(C(=O)C(C1O)C)(C)C)O)C(=CC3=CSC(=N3)C)C)C. Cell line: NCI/ADR-RES. Synergy scores: CSS=-0.937, Synergy_ZIP=0.823, Synergy_Bliss=0.404, Synergy_Loewe=-0.943, Synergy_HSA=-1.05.